Dataset: Peptide-MHC class I binding affinity with 185,985 pairs from IEDB/IMGT. Task: Regression. Given a peptide amino acid sequence and an MHC pseudo amino acid sequence, predict their binding affinity value. This is MHC class I binding data. (1) The peptide sequence is RKRLMSMVK. The MHC is HLA-A68:02 with pseudo-sequence HLA-A68:02. The binding affinity (normalized) is 0.0847. (2) The peptide sequence is FSVPLDEGF. The MHC is SLA-20401 with pseudo-sequence YDEMYRNNAGNIYGNTAYIIYSDYTWAERSYTWY. The binding affinity (normalized) is 0.0847.